Dataset: Forward reaction prediction with 1.9M reactions from USPTO patents (1976-2016). Task: Predict the product of the given reaction. (1) Given the reactants I[C:2]1[N:6]2[CH:7]=[CH:8][CH:9]=[CH:10][C:5]2=[N:4][C:3]=1[CH2:11][N:12]([CH3:18])[CH2:13][C:14]([O:16][CH3:17])=[O:15].[F:19][C:20]([F:30])([F:29])[C:21]1[CH:22]=[C:23]([C:27]#[CH:28])[CH:24]=[CH:25][CH:26]=1.C(N(CC)CC)C, predict the reaction product. The product is: [CH3:18][N:12]([CH2:11][C:3]1[N:4]=[C:5]2[CH:10]=[CH:9][CH:8]=[CH:7][N:6]2[C:2]=1[C:28]#[C:27][C:23]1[CH:24]=[CH:25][CH:26]=[C:21]([C:20]([F:19])([F:29])[F:30])[CH:22]=1)[CH2:13][C:14]([O:16][CH3:17])=[O:15]. (2) The product is: [ClH:39].[CH2:4]([O:11][C:12]1[CH:17]=[CH:16][C:15]([C:35]([OH:37])=[O:36])=[CH:14][C:13]=1[CH:19]([C:29]1[CH:34]=[CH:33][CH:32]=[CH:31][CH:30]=1)[CH2:20][CH2:21][N:22]([CH:26]([CH3:28])[CH3:27])[CH:23]([CH3:25])[CH3:24])[C:5]1[CH:10]=[CH:9][CH:8]=[CH:7][CH:6]=1. Given the reactants [Mg].II.[CH2:4]([O:11][C:12]1[CH:17]=[CH:16][C:15](Br)=[CH:14][C:13]=1[CH:19]([C:29]1[CH:34]=[CH:33][CH:32]=[CH:31][CH:30]=1)[CH2:20][CH2:21][N:22]([CH:26]([CH3:28])[CH3:27])[CH:23]([CH3:25])[CH3:24])[C:5]1[CH:10]=[CH:9][CH:8]=[CH:7][CH:6]=1.[C:35](=[O:37])=[O:36].[NH4+].[Cl-:39], predict the reaction product. (3) Given the reactants [SH:1][C:2]1[CH:3]=[CH:4][C:5]([N+:11]([O-:13])=[O:12])=[C:6]([CH:10]=1)[C:7]([OH:9])=[O:8].S(=O)(=O)(O)O.[CH3:19]O, predict the reaction product. The product is: [CH3:19][O:8][C:7](=[O:9])[C:6]1[CH:10]=[C:2]([SH:1])[CH:3]=[CH:4][C:5]=1[N+:11]([O-:13])=[O:12]. (4) Given the reactants [Br:1][C:2]1[CH:3]=[N:4][C:5]2[N:6]([N:8]=[C:9]([C:11]([OH:13])=O)[CH:10]=2)[CH:7]=1.CN(C(ON1N=NC2C=CC=CC1=2)=[N+](C)C)C.[B-](F)(F)(F)F.C(N(CC)CC)C.[C:43]1([C:49]2[CH2:50][CH2:51][NH:52][CH2:53][CH:54]=2)[CH:48]=[CH:47][CH:46]=[CH:45][CH:44]=1, predict the reaction product. The product is: [Br:1][C:2]1[CH:3]=[N:4][C:5]2[N:6]([N:8]=[C:9]([C:11]([N:52]3[CH2:51][CH:50]=[C:49]([C:43]4[CH:48]=[CH:47][CH:46]=[CH:45][CH:44]=4)[CH2:54][CH2:53]3)=[O:13])[CH:10]=2)[CH:7]=1. (5) Given the reactants [H-].[Na+].[NH2:3][C:4]1[CH:9]=[N:8][CH:7]=[CH:6][N:5]=1.[C:10]1([O:16][C:17](=O)[O:18]C2C=CC=CC=2)[CH:15]=[CH:14][CH:13]=[CH:12][CH:11]=1.Cl, predict the reaction product. The product is: [C:10]1([O:16][C:17](=[O:18])[NH:3][C:4]2[CH:9]=[N:8][CH:7]=[CH:6][N:5]=2)[CH:15]=[CH:14][CH:13]=[CH:12][CH:11]=1.